Task: Predict the reactants needed to synthesize the given product.. Dataset: Full USPTO retrosynthesis dataset with 1.9M reactions from patents (1976-2016) (1) Given the product [F:3][C:4]1[CH:11]=[C:10]([O:12][CH3:13])[CH:9]=[CH:8][C:5]=1[C:6]([OH:1])=[O:7], predict the reactants needed to synthesize it. The reactants are: [OH-:1].[Na+].[F:3][C:4]1[CH:11]=[C:10]([O:12][CH3:13])[CH:9]=[CH:8][C:5]=1[CH:6]=[O:7]. (2) Given the product [CH3:1][C:2]1[C:7](=[O:21])[C:6]([CH3:12])([C:8]([F:9])([F:10])[F:11])[CH2:5][C:4](=[O:13])[CH:3]=1, predict the reactants needed to synthesize it. The reactants are: [CH3:1][C:2]1[CH2:7][C:6]([CH3:12])([C:8]([F:11])([F:10])[F:9])[CH2:5][C:4](=[O:13])[CH:3]=1.C1(C)C=CC=CC=1.[OH2:21]. (3) Given the product [CH3:9][O:10][C:11](=[O:17])[CH2:12][CH2:13][CH:14]([NH:7][C:2]1[CH:3]=[CH:4][CH:5]=[CH:6][C:1]=1[NH2:8])[CH3:16], predict the reactants needed to synthesize it. The reactants are: [C:1]1([NH2:8])[CH:6]=[CH:5][CH:4]=[CH:3][C:2]=1[NH2:7].[CH3:9][O:10][C:11](=[O:17])[CH2:12][CH2:13][C:14]([CH3:16])=O.C(O[BH-](OC(=O)C)OC(=O)C)(=O)C.[Na+].C(O)(=O)C. (4) Given the product [CH2:10]([O:9][CH2:8][C:6]1[N:7]=[C:2]([NH:29][C:30]2[CH:35]=[CH:34][C:33]([C:36]([F:38])([F:37])[F:39])=[CH:32][N:31]=2)[C:3]2[CH:17]=[CH:16][C:15]([C:18]3[C:23]([C:24]([F:27])([F:26])[F:25])=[CH:22][CH:21]=[CH:20][N:19]=3)=[N:14][C:4]=2[N:5]=1)[CH:11]([CH3:13])[CH3:12], predict the reactants needed to synthesize it. The reactants are: Cl[C:2]1[C:3]2[CH:17]=[CH:16][C:15]([C:18]3[C:23]([C:24]([F:27])([F:26])[F:25])=[CH:22][CH:21]=[CH:20][N:19]=3)=[N:14][C:4]=2[N:5]=[C:6]([CH2:8][O:9][CH2:10][CH:11]([CH3:13])[CH3:12])[N:7]=1.Cl.[NH2:29][C:30]1[CH:35]=[CH:34][C:33]([C:36]([F:39])([F:38])[F:37])=[CH:32][N:31]=1.CC1(C)C2C(=C(P(C3C=CC=CC=3)C3C=CC=CC=3)C=CC=2)OC2C(P(C3C=CC=CC=3)C3C=CC=CC=3)=CC=CC1=2.C([O-])([O-])=O.[Cs+].[Cs+].